Predict the reaction yield, written as a fraction of the theoretical maximum amount of product (1.0 means a 100% yield; for example, 0.34 means a 34% yield). From a dataset of Reaction yield outcomes from USPTO patents with 853,638 reactions. (1) The reactants are [F:1][C:2]1[CH:21]=[C:20]([S:22]([CH3:25])(=[O:24])=[O:23])[C:19]([F:26])=[CH:18][C:3]=1[O:4][C@H:5]1[CH2:10][CH2:9][CH2:8][N:7]([CH:11]2[CH2:16][CH2:15][NH:14][CH2:13][CH2:12]2)[C:6]1=[O:17].Cl[C:28]1[S:32][N:31]=[C:30]([C:33]([F:36])([F:35])[F:34])[N:29]=1.C(N(C(C)C)C(C)C)C. The catalyst is CN(C=O)C. The product is [F:1][C:2]1[CH:21]=[C:20]([S:22]([CH3:25])(=[O:24])=[O:23])[C:19]([F:26])=[CH:18][C:3]=1[O:4][C@H:5]1[CH2:10][CH2:9][CH2:8][N:7]([CH:11]2[CH2:16][CH2:15][N:14]([C:28]3[S:32][N:31]=[C:30]([C:33]([F:36])([F:35])[F:34])[N:29]=3)[CH2:13][CH2:12]2)[C:6]1=[O:17]. The yield is 0.680. (2) The reactants are [Cl:1][C:2]1[CH:7]=[CH:6][C:5]([C:8]2([C:21]3[CH:26]=[CH:25][C:24]([C:27]4[C:28]5[C@H:35]([CH3:36])[CH2:34][C@@H:33]([O:37]C(=O)C6C=CC([N+]([O-])=O)=CC=6)[C:29]=5[N:30]=[CH:31][N:32]=4)=[CH:23][CH:22]=3)[CH2:13][CH2:12][N:11](C(OC(C)(C)C)=O)[CH2:10][CH2:9]2)=[CH:4][CH:3]=1.[C:49]([OH:55])([C:51]([F:54])([F:53])[F:52])=[O:50]. The catalyst is C(Cl)Cl. The product is [OH:55][C:49]([C:51]([F:54])([F:53])[F:52])=[O:50].[OH:55][C:49]([C:51]([F:54])([F:53])[F:52])=[O:50].[Cl:1][C:2]1[CH:7]=[CH:6][C:5]([C:8]2([C:21]3[CH:22]=[CH:23][C:24]([C:27]4[C:28]5[C@H:35]([CH3:36])[CH2:34][C@@H:33]([OH:37])[C:29]=5[N:30]=[CH:31][N:32]=4)=[CH:25][CH:26]=3)[CH2:13][CH2:12][NH:11][CH2:10][CH2:9]2)=[CH:4][CH:3]=1. The yield is 0.310. (3) The reactants are C(OC([NH:8][C@H:9]([C:11]([NH:13][CH:14]1[N:20]=[C:19]([C:21]2[CH:26]=[CH:25][CH:24]=[CH:23][CH:22]=2)[C:18]2[CH:27]=[CH:28][CH:29]=[CH:30][C:17]=2[N:16]([CH2:31][C:32](=[O:39])[C:33]2[CH:38]=[CH:37][CH:36]=[CH:35][CH:34]=2)[C:15]1=[O:40])=[O:12])[CH3:10])=O)(C)(C)C.C(O)(C(F)(F)F)=O.C(Cl)Cl. No catalyst specified. The product is [NH2:8][C@H:9]([C:11]([NH:13][CH:14]1[N:20]=[C:19]([C:21]2[CH:26]=[CH:25][CH:24]=[CH:23][CH:22]=2)[C:18]2[CH:27]=[CH:28][CH:29]=[CH:30][C:17]=2[N:16]([CH2:31][C:32](=[O:39])[C:33]2[CH:38]=[CH:37][CH:36]=[CH:35][CH:34]=2)[C:15]1=[O:40])=[O:12])[CH3:10]. The yield is 0.940. (4) The reactants are BrCCC[CH2:5][C:6]([CH3:21])([C:15]1C=[CH:19][CH:18]=[CH:17][CH:16]=1)[CH2:7][O:8][CH:9]1[CH2:14][CH2:13][CH2:12][CH2:11][O:10]1.[Br:22]CCCCCC(C)(C)CO.O1C=CCCC1. The catalyst is C(Cl)Cl.O.C1(C)C=CC(S(O)(=O)=O)=CC=1. The product is [Br:22][CH2:19][CH2:18][CH2:17][CH2:16][CH2:15][C:6]([CH3:21])([CH3:5])[CH2:7][O:8][CH:9]1[CH2:14][CH2:13][CH2:12][CH2:11][O:10]1. The yield is 0.460. (5) The reactants are [Cl:1][C:2]1[C:3]([CH2:10][N:11]2[C:19](=[O:20])[C:18]3[C:13](=[CH:14][CH:15]=[CH:16][CH:17]=3)[C:12]2=[O:21])=[N:4][CH:5]=[C:6]([CH:8]=[CH2:9])[CH:7]=1.Br[CH:23]([C:28]1[CH:29]=[C:30]([Cl:36])[C:31]([Cl:35])=[C:32]([Cl:34])[CH:33]=1)[C:24]([F:27])([F:26])[F:25].N1C=CC=CC=1C1C=CC=CN=1. The catalyst is ClC1C=CC=CC=1Cl.Cl[Cu]. The product is [Cl:1][C:2]1[C:3]([CH2:10][N:11]2[C:19](=[O:20])[C:18]3[C:13](=[CH:14][CH:15]=[CH:16][CH:17]=3)[C:12]2=[O:21])=[N:4][CH:5]=[C:6](/[CH:8]=[CH:9]/[CH:23]([C:28]2[CH:29]=[C:30]([Cl:36])[C:31]([Cl:35])=[C:32]([Cl:34])[CH:33]=2)[C:24]([F:26])([F:25])[F:27])[CH:7]=1. The yield is 0.500. (6) The reactants are F[B-](F)(F)F.[O:6]=[N+:7]=[O:8].C(Cl)Cl.[Br:12][C:13]1[CH:18]=[CH:17][C:16]([F:19])=[CH:15][C:14]=1[CH3:20]. The catalyst is CCCCCC. The product is [Br:12][C:13]1[CH:18]=[C:17]([N+:7]([O-:8])=[O:6])[C:16]([F:19])=[CH:15][C:14]=1[CH3:20]. The yield is 0.530. (7) The reactants are [N:1]1[CH:6]=[CH:5][CH:4]=[C:3]([C:7]2[CH:8]=[C:9]([OH:13])[CH:10]=[CH:11][CH:12]=2)[CH:2]=1.Br[C:15]([CH3:22])([CH3:21])[C:16]([O:18][CH2:19][CH3:20])=[O:17].C([O-])([O-])=O.[K+].[K+]. The yield is 0.780. The catalyst is CN(C=O)C.[Cl-].[Na+].O. The product is [CH2:19]([O:18][C:16](=[O:17])[C:15]([CH3:22])([O:13][C:9]1[CH:10]=[CH:11][CH:12]=[C:7]([C:3]2[CH:2]=[N:1][CH:6]=[CH:5][CH:4]=2)[CH:8]=1)[CH3:21])[CH3:20]. (8) The reactants are [Cl:1][C:2]1[C:11]([CH:12]=[O:13])=[CH:10][C:9]2[C:4](=[CH:5][CH:6]=[C:7]([O:14][CH2:15][C:16]([O:18][C:19]([CH3:22])([CH3:21])[CH3:20])=[O:17])[CH:8]=2)[N:3]=1.CC(=CC)C.Cl([O-])=[O:29].[Na+].P([O-])(O)(O)=O.[Na+]. The catalyst is C(O)(C)(C)C.O. The product is [C:19]([O:18][C:16](=[O:17])[CH2:15][O:14][C:7]1[CH:8]=[C:9]2[C:4](=[CH:5][CH:6]=1)[N:3]=[C:2]([Cl:1])[C:11]([C:12]([OH:29])=[O:13])=[CH:10]2)([CH3:22])([CH3:21])[CH3:20]. The yield is 1.00. (9) The reactants are [Cl:1][C:2]1[C:10]2[N:9]=[C:8]3[N:11]([C:16]4[CH:21]=[CH:20][C:19]([Cl:22])=[CH:18][C:17]=4[Cl:23])[CH2:12][CH2:13][CH2:14][CH2:15][N:7]3[C:6]=2[C:5]([N+:24]([O-])=O)=[CH:4][CH:3]=1. The catalyst is [Pd].C(O)(=O)C. The product is [Cl:1][C:2]1[CH:3]=[CH:4][C:5]([NH2:24])=[C:6]2[C:10]=1[N:9]=[C:8]1[N:11]([C:16]3[CH:21]=[CH:20][C:19]([Cl:22])=[CH:18][C:17]=3[Cl:23])[CH2:12][CH2:13][CH2:14][CH2:15][N:7]21. The yield is 0.650.